From a dataset of TCR-epitope binding with 47,182 pairs between 192 epitopes and 23,139 TCRs. Binary Classification. Given a T-cell receptor sequence (or CDR3 region) and an epitope sequence, predict whether binding occurs between them. The epitope is RQLLFVVEV. The TCR CDR3 sequence is CASSLAVYNEQFF. Result: 1 (the TCR binds to the epitope).